From a dataset of Full USPTO retrosynthesis dataset with 1.9M reactions from patents (1976-2016). Predict the reactants needed to synthesize the given product. (1) Given the product [CH2:35]([O:37][C:38]([C@@H:40]1[CH2:45][CH2:44][CH2:43][CH2:42][C@H:41]1[NH:46][C:29](=[O:30])[C:28]1[CH:32]=[CH:33][C:25]([CH2:24][N:21]2[CH2:22][CH2:23][CH:18]([N:9]3[C@H:10]([C:12]4[CH:13]=[CH:14][CH:15]=[CH:16][CH:17]=4)[CH2:11][N:7]([CH:1]4[CH2:6][CH2:5][CH2:4][CH2:3][CH2:2]4)[C:8]3=[O:34])[CH2:19][CH2:20]2)=[CH:26][CH:27]=1)=[O:39])[CH3:36], predict the reactants needed to synthesize it. The reactants are: [CH:1]1([N:7]2[CH2:11][C@@H:10]([C:12]3[CH:17]=[CH:16][CH:15]=[CH:14][CH:13]=3)[N:9]([CH:18]3[CH2:23][CH2:22][N:21]([CH2:24][C:25]4[CH:33]=[CH:32][C:28]([C:29](O)=[O:30])=[CH:27][CH:26]=4)[CH2:20][CH2:19]3)[C:8]2=[O:34])[CH2:6][CH2:5][CH2:4][CH2:3][CH2:2]1.[CH2:35]([O:37][C:38]([C@@H:40]1[CH2:45][CH2:44][CH2:43][CH2:42][C@H:41]1[NH2:46])=[O:39])[CH3:36]. (2) Given the product [F:1][C:2]1[CH:3]=[C:4]([C:8]2[C:9]([C:10]#[N:11])=[CH:20][C:15]3[C:14](=[CH:19][CH:18]=[CH:17][N:16]=3)[N:13]=2)[CH:5]=[CH:6][CH:7]=1, predict the reactants needed to synthesize it. The reactants are: [F:1][C:2]1[CH:3]=[C:4]([C:8](=O)[CH2:9][C:10]#[N:11])[CH:5]=[CH:6][CH:7]=1.[NH2:13][C:14]1[C:15]([CH:20]=O)=[N:16][CH:17]=[CH:18][CH:19]=1.C(OCC)(=O)C.N1CCCCC1.